From a dataset of Full USPTO retrosynthesis dataset with 1.9M reactions from patents (1976-2016). Predict the reactants needed to synthesize the given product. Given the product [F:30][C:28]([F:29])([F:31])[C:26]1[CH:25]=[C:24]([C@H:32]([O:34][C@@H:35]2[C@@H:40]([C:41]3[CH:42]=[CH:43][CH:44]=[CH:45][CH:46]=3)[C@H:39]([CH2:47][N:16]3[CH2:17][CH2:18][C:13]4([CH2:9][O:10][CH2:11][CH:12]4[OH:19])[CH2:14][CH2:15]3)[CH2:38][CH2:37][O:36]2)[CH3:33])[CH:23]=[C:22]([C:21]([F:50])([F:49])[F:20])[CH:27]=1, predict the reactants needed to synthesize it. The reactants are: C(N(CC)CC)C.Cl.[CH2:9]1[C:13]2([CH2:18][CH2:17][NH:16][CH2:15][CH2:14]2)[CH:12]([OH:19])[CH2:11][O:10]1.[F:20][C:21]([F:50])([F:49])[C:22]1[CH:23]=[C:24]([C@H:32]([O:34][C@@H:35]2[C@@H:40]([C:41]3[CH:46]=[CH:45][CH:44]=[CH:43][CH:42]=3)[C@H:39]([CH:47]=O)[CH2:38][CH2:37][O:36]2)[CH3:33])[CH:25]=[C:26]([C:28]([F:31])([F:30])[F:29])[CH:27]=1.C(O[BH-](OC(=O)C)OC(=O)C)(=O)C.[Na+].